From a dataset of Forward reaction prediction with 1.9M reactions from USPTO patents (1976-2016). Predict the product of the given reaction. (1) Given the reactants [F:1][C:2]1[CH:7]=[CH:6][CH:5]=[CH:4][C:3]=1[C:8]1[N:13]=[CH:12][C:11](N)=[CH:10][CH:9]=1.N(OC(C)(C)C)=[O:16].CCCCC, predict the reaction product. The product is: [F:1][C:2]1[CH:7]=[CH:6][CH:5]=[CH:4][C:3]=1[C:8]1[N:13]=[CH:12][C:11]([OH:16])=[CH:10][CH:9]=1. (2) The product is: [CH2:1]([O:8][C:9](=[O:24])[C@@H:10]([NH:16][C:17]([O:19][C:20]([CH3:23])([CH3:22])[CH3:21])=[O:18])[CH2:11][CH2:12][C:13](=[O:15])[NH:51][CH2:44][C:45]1[CH:50]=[CH:49][CH:48]=[CH:47][CH:46]=1)[C:2]1[CH:3]=[CH:4][CH:5]=[CH:6][CH:7]=1. Given the reactants [CH2:1]([O:8][C:9](=[O:24])[C@@H:10]([NH:16][C:17]([O:19][C:20]([CH3:23])([CH3:22])[CH3:21])=[O:18])[CH2:11][CH2:12][C:13]([OH:15])=O)[C:2]1[CH:7]=[CH:6][CH:5]=[CH:4][CH:3]=1.C1C=CC2N(O)N=NC=2C=1.CCN(C(C)C)C(C)C.[CH2:44]([NH2:51])[C:45]1[CH:50]=[CH:49][CH:48]=[CH:47][CH:46]=1, predict the reaction product. (3) Given the reactants C([O:9][C@@H:10]1[C@@H:38]([O:39]C(=O)C2C=CC=CC=2)[C@H:37]([O:48]C(=O)C2C=CC=CC=2)[C@@H:36]([C@@H:57]([CH3:67])[O:58]C(=O)C2C=CC=CC=2)[O:35][C@H:11]1[O:12][C:13]1[CH:18]=[C:17]([CH2:19][O:20]C(=O)C)[CH:16]=[C:15]([F:24])[C:14]=1[CH2:25][C:26]1[CH:31]=[CH:30][C:29]([CH:32]2[CH2:34][CH2:33]2)=[CH:28][CH:27]=1)(=O)C1C=CC=CC=1.C(=O)([O-])[O-].[K+].[K+], predict the reaction product. The product is: [O:12]([C:13]1[CH:18]=[C:17]([CH2:19][OH:20])[CH:16]=[C:15]([F:24])[C:14]=1[CH2:25][C:26]1[CH:27]=[CH:28][C:29]([CH:32]2[CH2:34][CH2:33]2)=[CH:30][CH:31]=1)[C@@H:11]1[O:35][C@H:36]([C@@H:57]([CH3:67])[OH:58])[C@@H:37]([OH:48])[C@H:38]([OH:39])[C@H:10]1[OH:9]. (4) The product is: [ClH:34].[ClH:59].[CH2:52]([O:51][C:48]1[CH:49]=[CH:50][C:45]([CH:18]([C:19]2([OH:25])[CH2:20][CH2:21][CH2:22][CH2:23][CH2:24]2)[CH2:17][N:26]2[CH2:30][CH2:29][C@@H:28]([N:31]([CH3:33])[CH3:32])[CH2:27]2)=[CH:46][C:47]=1[Cl:59])[C:53]1[CH:54]=[CH:55][CH:56]=[CH:57][CH:58]=1. Given the reactants Cl.Cl.C(OC1C=CC([CH:17]([N:26]2[CH2:30][CH2:29][C@@H:28]([N:31]([CH3:33])[CH3:32])[CH2:27]2)[CH2:18][C:19]2([OH:25])[CH2:24][CH2:23][CH2:22][CH2:21][CH2:20]2)=CC=1[Cl:34])C1C=CC=CC=1.Cl.Cl.N[C@@H]1CCN(CC(C2(O)CCCCC2)[C:45]2[CH:50]=[CH:49][C:48]([O:51][CH2:52][C:53]3[CH:58]=[CH:57][CH:56]=[CH:55][CH:54]=3)=[C:47]([Cl:59])[CH:46]=2)C1, predict the reaction product. (5) Given the reactants Cl.[NH2:2][CH2:3][C@@H:4]([C:6]1[C:14]2[S:13][C:12](=[O:15])[NH:11][C:10]=2[C:9]([OH:16])=[CH:8][CH:7]=1)[OH:5].O=[CH:18][CH2:19][CH2:20][S:21][CH2:22][CH2:23][N:24]([CH2:32][C@@H:33]([C:35]1[CH:40]=[CH:39][CH:38]=[CH:37][CH:36]=1)[CH3:34])[C:25](=[O:31])[O:26][C:27]([CH3:30])([CH3:29])[CH3:28], predict the reaction product. The product is: [OH:5][C@H:4]([C:6]1[C:14]2[S:13][C:12](=[O:15])[NH:11][C:10]=2[C:9]([OH:16])=[CH:8][CH:7]=1)[CH2:3][NH:2][CH2:18][CH2:19][CH2:20][S:21][CH2:22][CH2:23][N:24]([CH2:32][C@@H:33]([C:35]1[CH:36]=[CH:37][CH:38]=[CH:39][CH:40]=1)[CH3:34])[C:25](=[O:31])[O:26][C:27]([CH3:30])([CH3:28])[CH3:29].